From a dataset of Drug-target binding data from BindingDB using IC50 measurements. Regression. Given a target protein amino acid sequence and a drug SMILES string, predict the binding affinity score between them. We predict pIC50 (pIC50 = -log10(IC50 in M); higher means more potent). Dataset: bindingdb_ic50. (1) The drug is CC(C)(C)C[C@H]1N[C@@H](C(=O)NC2CCC(O)CC2)[C@H](c2cccc(Cl)c2F)[C@@]12C(=O)Nc1cc(F)ccc12. The target protein sequence is MCNTNMSVPTDGAVTTSQIPASEQETLVRPKPLLLKLLKSVGAQKDTYTMKEVLFYLGQYIMTKRLYDEKQQHIVYCSNDLLGDLFGVPSFSVKEHRKIYTMIYRNLVVVNQQESSDSGTSVSENRCHLEGGSDQKDLVQELQEEKPSSSHLVSRPSTSSRRRAISETEENSDELSGERQRKRHKSDSISLSFDESLALCVIREICCERSSSSESTGTPSNPDLDAGVSEHSGDWLDQDSVSDQFSVEFEVESLDSEDYSLSEEGQELSDEDDEVYQVTVYQAGESDTDSFEEDPEISLADYWKCTSCNEMNPPLPSHCNRCWALRENWLPEDKGKDKGEISEKAKLENSTQAEEGFDVPDCKKTIVNDSRESCVEENDDKITQASQSQESEDYSQPSTSSSIIYSSQEDVKEFEREETQDKEESVESSLPLNAIEPCVICQGRPKNGCIVHGKTGHLMACFTCAKKLKKRNKPCPVCRQPIQMIVLTYFP. The pIC50 is 6.3. (2) The drug is O=C(NC1CCCC1)Oc1cccc(C(=O)c2nc3ccccc3o2)c1. The target protein (O00519) has sequence MVQYELWAALPGASGVALACCFVAAAVALRWSGRRTARGAVVRARQRQRAGLENMDRAAQRFRLQNPDLDSEALLALPLPQLVQKLHSRELAPEAVLFTYVGKAWEVNKGTNCVTSYLADCETQLSQAPRQGLLYGVPVSLKECFTYKGQDSTLGLSLNEGVPAECDSVVVHVLKLQGAVPFVHTNVPQSMFSYDCSNPLFGQTVNPWKSSKSPGGSSGGEGALIGSGGSPLGLGTDIGGSIRFPSSFCGICGLKPTGNRLSKSGLKGCVYGQEAVRLSVGPMARDVESLALCLRALLCEDMFRLDPTVPPLPFREEVYTSSQPLRVGYYETDNYTMPSPAMRRAVLETKQSLEAAGHTLVPFLPSNIPHALETLSTGGLFSDGGHTFLQNFKGDFVDPCLGDLVSILKLPQWLKGLLAFLVKPLLPRLSAFLSNMKSRSAGKLWELQHEIEVYRKTVIAQWRALDLDVVLTPMLAPALDLNAPGRATGAVSYTMLYNCL.... The pIC50 is 4.5. (3) The compound is COc1ccc(OCCn2c(NC(=O)c3ccc(OC)cc3)nc3ccccc32)cc1. The target protein (P04303) has sequence MNSVTVSHAPYTITYHDDWEPVMSQLVEFYNEVASWLLRDETSPIPDKFFIQLKQPLRNKRVCVCGIDPYPKDGTGVPFESPNFTKKSIKEIASSISRLTGVIDYKGYNLNIIDGVIPWNYYLSCKLGETKSHAIYWDKISKLLLQHITKHVSVLYCLGKTDYSNIRAKLESPVTTIVGYHPAARDRQFEKDRSFEIINVLLELDNKAPINWAQGFIY. The pIC50 is 3.8. (4) The drug is CN1CCN(c2cc(C(=O)Nc3cccc(Nc4ccc5c(c4)NC(=O)/C5=C\c4cc(C(=O)O)c[nH]4)c3)cc(C(F)(F)F)c2)CC1. The target protein (P25911) has sequence MGCIKSKRKDNLNDDEVDSKTQPVRNTDRTIYVRDPTSNKQQRPVPEFHLLPGQRFQTKDPEEQGDIVVALYPYDGIHPDDLSFKKGEKMKVLEEHGEWWKAKSLSSKREGFIPSNYVAKVNTLETEEWFFKDITRKDAERQLLAPGNSAGAFLIRESETLKGSFSLSVRDYDPMHGDVIKHYKIRSLDNGGYYISPRITFPCISDMIKHYQKQSDGLCRRLEKACISPKPQKPWDKDAWEIPRESIKLVKKLGAGQFGEVWMGYYNNSTKVAVKTLKPGTMSVQAFLEEANLMKTLQHDKLVRLYAVVTKEEPIYIITEFMAKGSLLDFLKSDEGGKVLLPKLIDFSAQIAEGMAYIERKNYIHRDLRAANVLVSESLMCKIADFGLARVIEDNEYTAREGAKFPIKWTAPEAINFGCFTIKSDVWSFGILLYEIVTYGKIPYPGRTNADVMSALSQGYRMPRMENCPDELYDIMKMCWKEKAEERPTFDYLQSVLDDF.... The pIC50 is 5.0. (5) The compound is CCC[N+]12CC[C@@]34c5ccccc5N5C(=O)C[C@@H]6OCC=C(C1)[C@H](C[C@@H]32)[C@@H]6[C@H]54.[Br-]. The target protein (P23415) has sequence MYSFNTLRLYLWETIVFFSLAASKEAEAARSAPKPMSPSDFLDKLMGRTSGYDARIRPNFKGPPVNVSCNIFINSFGSIAETTMDYRVNIFLRQQWNDPRLAYNEYPDDSLDLDPSMLDSIWKPDLFFANEKGAHFHEITTDNKLLRISRNGNVLYSIRITLTLACPMDLKNFPMDVQTCIMQLESFGYTMNDLIFEWQEQGAVQVADGLTLPQFILKEEKDLRYCTKHYNTGKFTCIEARFHLERQMGYYLIQMYIPSLLIVILSWISFWINMDAAPARVGLGITTVLTMTTQSSGSRASLPKVSYVKAIDIWMAVCLLFVFSALLEYAAVNFVSRQHKELLRFRRKRRHHKSPMLNLFQEDEAGEGRFNFSAYGMGPACLQAKDGISVKGANNSNTTNPPPAPSKSPEEMRKLFIQRAKKIDKISRIGFPMAFLIFNMFYWIIYKIVRREDVHNQ. The pIC50 is 5.0. (6) The drug is CC(=O)N1CCC(n2nc(-c3cc4cc(O)ccc4[nH]3)c3c(N)ncnc32)CC1. The target protein sequence is MELHILEHRVRVLSVARPGLWLYTHPLIKLLFLPRRSRCKFFSLTETPEDYTLMVDEEGFKELPPSEFLQVAEATWLVLNVSSHSGAAVQAAGVTKIARSVIAPLAEHHVSVLMLSTYQTDFILVREQDLSVVIHTLAQEFDIYREVGGEPVPVTRDDSSNGFPRTQHGPSPTVHPIQSPQNRFCVLTLDPETLPAIATTLIDVLFYSHSTPKEAASSSPEPSSITFFAFSLIEGYISIVMDAETQKKFPSDLLLTSSSGELWRMVRIGGQPLGFDECGIVAQIAGPLAAADISAYYISTFNFDHALVPEDGIGSVIEVLQRRQEGLAS. The pIC50 is 7.6. (7) The pIC50 is 6.6. The target protein (Q01662) has sequence MSTATTTVTTSDQASHPTKIYCSGLQCGRETSSQMKCPVCLKQGIVSIFCDTSCYENNYKAHKALHNAKDGLEGAYDPFPKFKYSGKVKASYPLTPRRYVPEDIPKPDWAANGLPVSEQRNDRLNNIPIYKKDQIKKIRKACMLGREVLDIAAAHVRPGITTDELDEIVHNETIKRGAYPSPLNYYNFPKSLCTSVNEVICHGVPDKTVLKEGDIVNLDVSLYYQGYHADLNETYYVGENISKEALNTTETSRECLKLAIKMCKPGTTFQELGDHIEKHATENKCSVVRTYCGHGVGEFFHCSPNIPHYAKNRTPGVMKPGMVFTIEPMINEGTWKDMTWPDDWTSTTQDGKLSAQFEHTLLVTEHGVEILTARNKKSPGGPRQRIK. The small molecule is O=C(Nc1nccs1)c1ncsc1NC(=O)C1CCC1. (8) The small molecule is Cc1ccncc1C(N)=O. The target protein (Q9NTG7) has sequence MAFWGWRAAAALRLWGRVVERVEAGGGVGPFQACGCRLVLGGRDDVSAGLRGSHGARGEPLDPARPLQRPPRPEVPRAFRRQPRAAAPSFFFSSIKGGRRSISFSVGASSVVGSGGSSDKGKLSLQDVAELIRARACQRVVVMVGAGISTPSGIPDFRSPGSGLYSNLQQYDLPYPEAIFELPFFFHNPKPFFTLAKELYPGNYKPNVTHYFLRLLHDKGLLLRLYTQNIDGLERVSGIPASKLVEAHGTFASATCTVCQRPFPGEDIRADVMADRVPRCPVCTGVVKPDIVFFGEPLPQRFLLHVVDFPMADLLLILGTSLEVEPFASLTEAVRSSVPRLLINRDLVGPLAWHPRSRDVAQLGDVVHGVESLVELLGWTEEMRDLVQRETGKLDGPDK. The pIC50 is 4.6.